From a dataset of Forward reaction prediction with 1.9M reactions from USPTO patents (1976-2016). Predict the product of the given reaction. Given the reactants C(N(CC)CC)C.CS([Cl:12])(=O)=O.O[CH2:14][C:15]1[C:24]2[C:19](=[CH:20][CH:21]=[C:22]([O:25][CH3:26])[CH:23]=2)[N:18]=[CH:17][CH:16]=1, predict the reaction product. The product is: [Cl:12][CH2:14][C:15]1[C:24]2[C:19](=[CH:20][CH:21]=[C:22]([O:25][CH3:26])[CH:23]=2)[N:18]=[CH:17][CH:16]=1.